From a dataset of NCI-60 drug combinations with 297,098 pairs across 59 cell lines. Regression. Given two drug SMILES strings and cell line genomic features, predict the synergy score measuring deviation from expected non-interaction effect. (1) Drug 1: CN1CCC(CC1)COC2=C(C=C3C(=C2)N=CN=C3NC4=C(C=C(C=C4)Br)F)OC. Drug 2: CCC1=C2CN3C(=CC4=C(C3=O)COC(=O)C4(CC)O)C2=NC5=C1C=C(C=C5)O. Cell line: M14. Synergy scores: CSS=22.5, Synergy_ZIP=1.87, Synergy_Bliss=2.61, Synergy_Loewe=-44.7, Synergy_HSA=0.384. (2) Drug 2: C1C(C(OC1N2C=NC(=NC2=O)N)CO)O. Cell line: BT-549. Drug 1: CC1CCC2CC(C(=CC=CC=CC(CC(C(=O)C(C(C(=CC(C(=O)CC(OC(=O)C3CCCCN3C(=O)C(=O)C1(O2)O)C(C)CC4CCC(C(C4)OC)O)C)C)O)OC)C)C)C)OC. Synergy scores: CSS=25.6, Synergy_ZIP=-1.16, Synergy_Bliss=3.33, Synergy_Loewe=5.61, Synergy_HSA=5.77. (3) Drug 1: C1=C(C(=O)NC(=O)N1)N(CCCl)CCCl. Drug 2: C1=NC(=NC(=O)N1C2C(C(C(O2)CO)O)O)N. Cell line: SN12C. Synergy scores: CSS=42.7, Synergy_ZIP=0.492, Synergy_Bliss=1.71, Synergy_Loewe=2.67, Synergy_HSA=2.87. (4) Drug 1: C1=C(C(=O)NC(=O)N1)N(CCCl)CCCl. Drug 2: CC=C1C(=O)NC(C(=O)OC2CC(=O)NC(C(=O)NC(CSSCCC=C2)C(=O)N1)C(C)C)C(C)C. Cell line: NCI-H522. Synergy scores: CSS=75.3, Synergy_ZIP=9.91, Synergy_Bliss=10.5, Synergy_Loewe=4.26, Synergy_HSA=13.2. (5) Drug 1: C1CN1C2=NC(=NC(=N2)N3CC3)N4CC4. Drug 2: CC(C)NC(=O)C1=CC=C(C=C1)CNNC.Cl. Cell line: HCC-2998. Synergy scores: CSS=7.97, Synergy_ZIP=-6.70, Synergy_Bliss=-7.30, Synergy_Loewe=-21.5, Synergy_HSA=-10.7.